Dataset: Reaction yield outcomes from USPTO patents with 853,638 reactions. Task: Predict the reaction yield, written as a fraction of the theoretical maximum amount of product (1.0 means a 100% yield; for example, 0.34 means a 34% yield). (1) The reactants are [F:1][C:2]1[CH:22]=[CH:21][C:5]2[N:6]=[C:7]([C:11]3[CH:16]=[CH:15][CH:14]=[CH:13][C:12]=3[O:17]C(=O)C)O[C:9](=[O:10])[C:4]=2[CH:3]=1.[F:23][C:24]1[CH:25]=[C:26]([CH2:30][CH2:31][NH2:32])[CH:27]=[CH:28][CH:29]=1. No catalyst specified. The product is [F:1][C:2]1[CH:3]=[C:4]2[C:5](=[CH:21][CH:22]=1)[N:6]=[C:7]([C:11]1[CH:16]=[CH:15][CH:14]=[CH:13][C:12]=1[OH:17])[N:32]([CH2:31][CH2:30][C:26]1[CH:27]=[CH:28][CH:29]=[C:24]([F:23])[CH:25]=1)[C:9]2=[O:10]. The yield is 0.990. (2) The reactants are [CH:1]([C:4]1[S:5][CH:6]=[C:7]([C:9]([N:11]2[CH2:16][C:15]3([CH2:21][CH2:20][N:19](C(OC(C)(C)C)=O)[CH2:18][CH2:17]3)[O:14][CH2:13][CH2:12]2)=[O:10])[N:8]=1)([CH3:3])[CH3:2].[F:29][C:30]([F:35])([F:34])[C:31]([OH:33])=[O:32]. The catalyst is C(Cl)Cl. The product is [F:29][C:30]([F:35])([F:34])[C:31]([OH:33])=[O:32].[CH:1]([C:4]1[S:5][CH:6]=[C:7]([C:9]([N:11]2[CH2:16][C:15]3([CH2:17][CH2:18][NH:19][CH2:20][CH2:21]3)[O:14][CH2:13][CH2:12]2)=[O:10])[N:8]=1)([CH3:3])[CH3:2]. The yield is 0.910. (3) The reactants are [F:1][C:2]1[CH:7]=[CH:6][C:5]([C@:8]2([CH2:31][C:32]([OH:34])=[O:33])[O:13][C:12](=[O:14])[N:11]([C@H:15]([C:17]3[CH:22]=[CH:21][C:20]([C:23]4[CH:28]=[CH:27][C:26](=[O:29])[N:25]([CH3:30])[CH:24]=4)=[CH:19][CH:18]=3)[CH3:16])[CH2:10][CH2:9]2)=[CH:4][CH:3]=1.O=S(Cl)Cl.[CH3:39]O. No catalyst specified. The product is [F:1][C:2]1[CH:7]=[CH:6][C:5]([C@:8]2([CH2:31][C:32]([O:34][CH3:39])=[O:33])[O:13][C:12](=[O:14])[N:11]([C@H:15]([C:17]3[CH:22]=[CH:21][C:20]([C:23]4[CH:28]=[CH:27][C:26](=[O:29])[N:25]([CH3:30])[CH:24]=4)=[CH:19][CH:18]=3)[CH3:16])[CH2:10][CH2:9]2)=[CH:4][CH:3]=1. The yield is 0.435. (4) The reactants are C[Si](C)(C)[CH:3]1[S:8][CH2:7][CH2:6][CH2:5][S:4]1.C([Li])CCC.[CH3:16][O:17][C:18]1[CH:19]=[C:20]([CH:39]=[CH:40][C:41]=1[O:42][CH3:43])[CH2:21][NH:22][C:23]1[N:28]2[N:29]=[C:30]([C:32]3[O:33][CH:34]=[CH:35][CH:36]=3)[N:31]=[C:27]2[C:26]([CH:37]=O)=[CH:25][N:24]=1.O. The yield is 0.650. The catalyst is C1COCC1. The product is [CH3:16][O:17][C:18]1[CH:19]=[C:20]([CH:39]=[CH:40][C:41]=1[O:42][CH3:43])[CH2:21][NH:22][C:23]1[N:28]2[N:29]=[C:30]([C:32]3[O:33][CH:34]=[CH:35][CH:36]=3)[N:31]=[C:27]2[C:26]([CH:37]=[C:3]2[S:8][CH2:7][CH2:6][CH2:5][S:4]2)=[CH:25][N:24]=1. (5) The reactants are N([C:8]([O:10][CH2:11][CH3:12])=O)=N[C:8]([O:10][CH2:11][CH3:12])=O.[CH:13]1([OH:17])[CH2:16][CH2:15][CH2:14]1.[N+:18]([C:21]1[CH:29]=[CH:28][C:24]([C:25]([OH:27])=O)=[CH:23][CH:22]=1)([O-:20])=[O:19].[C:30]1(P([C:30]2[CH:35]=[CH:34]C=[CH:32][CH:31]=2)[C:30]2[CH:35]=[CH:34]C=[CH:32][CH:31]=2)[CH:35]=[CH:34]C=[CH:32][CH:31]=1. The catalyst is O1CCCC1.CCCCC. The product is [N+:18]([C:21]1[CH:22]=[CH:23][C:24]([C:25]([O:17][C@H:13]2[CH2:16][C@H:15]([CH2:8][O:10][CH2:11][C:12]3[CH:34]=[CH:35][CH:30]=[CH:31][CH:32]=3)[CH2:14]2)=[O:27])=[CH:28][CH:29]=1)([O-:20])=[O:19]. The yield is 0.880. (6) The reactants are [NH2:1][C:2]1[CH:3]=[C:4]([C:9]2[CH:10]=[CH:11][C:12]3[O:18][CH2:17][CH2:16][N:15]([C:19]([O:21][C:22]([CH3:25])([CH3:24])[CH3:23])=[O:20])[CH2:14][C:13]=3[CH:26]=2)[CH:5]=[CH:6][C:7]=1[NH2:8].[CH2:27]([O:34][C:35]([NH:37][C:38](=NC(OCC1C=CC=CC=1)=O)SC)=[O:36])[C:28]1[CH:33]=[CH:32][CH:31]=[CH:30][CH:29]=1. The catalyst is C(O)(=O)C. The product is [C:28]1([CH2:27][O:34][C:35]([NH:37][C:38]2[NH:1][C:2]3[CH:3]=[C:4]([C:9]4[CH:10]=[CH:11][C:12]5[O:18][CH2:17][CH2:16][N:15]([C:19]([O:21][C:22]([CH3:23])([CH3:25])[CH3:24])=[O:20])[CH2:14][C:13]=5[CH:26]=4)[CH:5]=[CH:6][C:7]=3[N:8]=2)=[O:36])[CH:33]=[CH:32][CH:31]=[CH:30][CH:29]=1. The yield is 0.450. (7) The yield is 0.870. The catalyst is C(Cl)Cl.CO.CN(C)C=O. The reactants are [NH2:1][C:2]1[CH:3]=[C:4]2[C:20](=[O:21])[NH:19][N:18]=[CH:17][C:6]3=[C:7]([C:11]4[CH:16]=[CH:15][CH:14]=[CH:13][CH:12]=4)[NH:8][C:9]([CH:10]=1)=[C:5]23.[F:22][C:23]1[C:31]([C:32]([F:35])([F:34])[F:33])=[CH:30][CH:29]=[CH:28][C:24]=1[C:25](O)=[O:26].C(N(CC)CC)C.F[P-](F)(F)(F)(F)F.N1(OC(N(C)C)=[N+](C)C)C2N=CC=CC=2N=N1. The product is [F:22][C:23]1[C:31]([C:32]([F:33])([F:34])[F:35])=[CH:30][CH:29]=[CH:28][C:24]=1[C:25]([NH:1][C:2]1[CH:3]=[C:4]2[C:20](=[O:21])[NH:19][N:18]=[CH:17][C:6]3=[C:7]([C:11]4[CH:12]=[CH:13][CH:14]=[CH:15][CH:16]=4)[NH:8][C:9]([CH:10]=1)=[C:5]23)=[O:26]. (8) The reactants are [Cl:1][C:2]1[CH:7]=[CH:6][C:5]([C:8]([C:10]2[CH:15]=[CH:14][C:13]([N+:16]([O-:18])=[O:17])=[C:12]([O:19][CH3:20])[CH:11]=2)=[O:9])=[CH:4][CH:3]=1.[CH2:21](O)[CH2:22][OH:23].CC1C=CC(S(O)(=O)=O)=CC=1. The catalyst is CC1C=CC=CC=1. The product is [Cl:1][C:2]1[CH:3]=[CH:4][C:5]([C:8]2([C:10]3[CH:15]=[CH:14][C:13]([N+:16]([O-:18])=[O:17])=[C:12]([O:19][CH3:20])[CH:11]=3)[O:23][CH2:22][CH2:21][O:9]2)=[CH:6][CH:7]=1. The yield is 0.504.